From a dataset of Choline transporter screen with 302,306 compounds. Binary Classification. Given a drug SMILES string, predict its activity (active/inactive) in a high-throughput screening assay against a specified biological target. (1) The drug is S(=O)(=O)(c1c(n(C2CCCCC2)c2nc3n(c(=O)c2c1)cccc3)=N)c1ccc(cc1)C. The result is 0 (inactive). (2) The drug is [nH]1c(ncc1)C(CC)CC. The result is 0 (inactive).